This data is from Reaction yield outcomes from USPTO patents with 853,638 reactions. The task is: Predict the reaction yield, written as a fraction of the theoretical maximum amount of product (1.0 means a 100% yield; for example, 0.34 means a 34% yield). (1) The reactants are C(OC(=O)[NH:7][CH:8]([CH2:23][C:24]1[CH:29]=[CH:28][C:27]([OH:30])=[CH:26][N:25]=1)[C:9]([NH:11][CH2:12][C:13]1[CH:18]=[CH:17][C:16]([C:19](=[O:22])[NH:20][OH:21])=[CH:15][CH:14]=1)=[O:10])(C)(C)C.C(O)(C(F)(F)F)=O. The catalyst is C(Cl)Cl. The product is [NH2:7][CH:8]([CH2:23][C:24]1[CH:29]=[CH:28][C:27]([OH:30])=[CH:26][N:25]=1)[C:9]([NH:11][CH2:12][C:13]1[CH:18]=[CH:17][C:16]([C:19]([NH:20][OH:21])=[O:22])=[CH:15][CH:14]=1)=[O:10]. The yield is 0.710. (2) The reactants are Cl.[N:2]1([C:7](=[NH:9])[NH2:8])[CH2:6][CH2:5][CH2:4][CH2:3]1.[Cl:10][C:11]([SH:14])(Cl)Cl.[OH-].[Na+]. The catalyst is ClCCl.O. The product is [Cl:10][C:11]1[S:14][N:8]=[C:7]([N:2]2[CH2:6][CH2:5][CH2:4][CH2:3]2)[N:9]=1. The yield is 0.310. (3) The reactants are [CH3:1][C:2]1[CH:7]=[CH:6][N:5]=[CH:4][C:3]=1[N:8]1[CH2:12][CH2:11][NH:10][C:9]1=[O:13].Br[C:15]1[S:19][C:18]2[CH:20]=[CH:21][CH:22]=[CH:23][C:17]=2[CH:16]=1.N[C@@H]1CCCC[C@H]1N.C(=O)([O-])[O-].[K+].[K+]. The catalyst is [Cu](I)I.O1CCOCC1. The product is [S:19]1[C:15]([N:10]2[CH2:11][CH2:12][N:8]([C:3]3[CH:4]=[N:5][CH:6]=[CH:7][C:2]=3[CH3:1])[C:9]2=[O:13])=[CH:16][C:17]2[CH:23]=[CH:22][CH:21]=[CH:20][C:18]1=2. The yield is 0.625. (4) The reactants are [Cl:1][C:2]1[N:7]=[CH:6][C:5]([CH3:8])=[CH:4][C:3]=1[I:9].[Br:10]N1C(=O)CCC1=O.N(C(C)(C)C#N)=NC(C)(C)C#N. The catalyst is ClC1C=CC=CC=1. The product is [Br:10][CH2:8][C:5]1[CH:6]=[N:7][C:2]([Cl:1])=[C:3]([I:9])[CH:4]=1. The yield is 0.380. (5) The reactants are [CH3:1][C:2]1[CH:7]=[CH:6][C:5]([Br:8])=[CH:4][C:3]=1B(O)O.[NH2:12][C:13]1[N:18]=[C:17](Cl)[CH:16]=[C:15]([Cl:20])[N:14]=1.C(=O)([O-])[O-].[Na+].[Na+].C1(P(C2C=CC=CC=2)C2C=CC=CC=2)C=CC=CC=1. The yield is 0.800. The product is [NH2:12][C:13]1[N:14]=[C:15]([Cl:20])[CH:16]=[C:17]([C:3]2[CH:4]=[C:5]([Br:8])[CH:6]=[CH:7][C:2]=2[CH3:1])[N:18]=1. The catalyst is O.C([O-])(=O)C.[Pd+2].C([O-])(=O)C. (6) The reactants are ClC(N(C)C)=C(C)C.[F:9][C:10]1[CH:15]=[CH:14][CH:13]=[C:12]([F:16])[C:11]=1[C:17]1[S:18][CH:19]=[C:20]([C:22]([OH:24])=O)[N:21]=1.[NH2:25][C:26]1[C:27]([N:35]2[CH2:40][CH2:39][CH2:38][C@H:37]([NH:41][C:42](=[O:48])[O:43][C:44]([CH3:47])([CH3:46])[CH3:45])[CH2:36]2)=[C:28]2[CH:34]=[CH:33][S:32][C:29]2=[N:30][CH:31]=1.N1C=CC=CC=1. The catalyst is C(Cl)Cl. The product is [F:16][C:12]1[CH:13]=[CH:14][CH:15]=[C:10]([F:9])[C:11]=1[C:17]1[S:18][CH:19]=[C:20]([C:22]([NH:25][C:26]2[C:27]([N:35]3[CH2:40][CH2:39][CH2:38][C@H:37]([NH:41][C:42](=[O:48])[O:43][C:44]([CH3:46])([CH3:45])[CH3:47])[CH2:36]3)=[C:28]3[CH:34]=[CH:33][S:32][C:29]3=[N:30][CH:31]=2)=[O:24])[N:21]=1. The yield is 0.980.